From a dataset of Full USPTO retrosynthesis dataset with 1.9M reactions from patents (1976-2016). Predict the reactants needed to synthesize the given product. Given the product [CH2:14]([O:13][C:11]([C:6]1([C:4]([O:3][CH2:1][CH3:2])=[O:5])[CH2:9][C:8](=[O:10])[CH2:7]1)=[O:12])[CH3:15], predict the reactants needed to synthesize it. The reactants are: [CH2:1]([O:3][C:4]([C:6]1([C:11]([O:13][CH2:14][CH3:15])=[O:12])[CH2:9][CH:8]([OH:10])[CH2:7]1)=[O:5])[CH3:2].CC(OI1(OC(C)=O)(OC(C)=O)OC(=O)C2C=CC=CC1=2)=O.